Task: Predict the reaction yield, written as a fraction of the theoretical maximum amount of product (1.0 means a 100% yield; for example, 0.34 means a 34% yield).. Dataset: Reaction yield outcomes from USPTO patents with 853,638 reactions (1) The reactants are [N+:1]([C:4]1[CH:5]=[C:6]([CH:9]=[CH:10][C:11]=1[CH3:12])[CH2:7]Br)([O-:3])=[O:2].[H-].[Na+].[F:15][C:16]([F:25])([F:24])[CH2:17][CH2:18][CH:19]([C:22]#[N:23])[C:20]#[N:21]. The catalyst is CN(C)C=O. The product is [N+:1]([C:4]1[CH:5]=[C:6]([CH:9]=[CH:10][C:11]=1[CH3:12])[CH2:7][C:19]([CH2:18][CH2:17][C:16]([F:15])([F:24])[F:25])([C:20]#[N:21])[C:22]#[N:23])([O-:3])=[O:2]. The yield is 0.310. (2) The reactants are C([C@@H]([C@H](C(O)=O)O)O)(O)=O.[CH2:11]([O:18][C:19](=[O:36])[C:20]([CH3:35])([O:22][C:23]1[CH:28]=[CH:27][CH:26]=[C:25]([C@@H:29]2[CH2:34][CH2:33][CH2:32][NH:31][CH2:30]2)[CH:24]=1)[CH3:21])[C:12]1[CH:17]=[CH:16][CH:15]=[CH:14][CH:13]=1.C(=O)(O)[O-].[Na+].Cl[C:43]([O:45][CH3:46])=[O:44].Cl. The catalyst is C(Cl)Cl.O. The product is [CH3:46][O:45][C:43]([N:31]1[CH2:32][CH2:33][CH2:34][C@@H:29]([C:25]2[CH:26]=[CH:27][CH:28]=[C:23]([O:22][C:20]([C:19]([O:18][CH2:11][C:12]3[CH:17]=[CH:16][CH:15]=[CH:14][CH:13]=3)=[O:36])([CH3:21])[CH3:35])[CH:24]=2)[CH2:30]1)=[O:44]. The yield is 0.930.